From a dataset of NCI-60 drug combinations with 297,098 pairs across 59 cell lines. Regression. Given two drug SMILES strings and cell line genomic features, predict the synergy score measuring deviation from expected non-interaction effect. (1) Drug 1: C1=CC=C(C=C1)NC(=O)CCCCCCC(=O)NO. Drug 2: CC(C)CN1C=NC2=C1C3=CC=CC=C3N=C2N. Cell line: SF-539. Synergy scores: CSS=18.2, Synergy_ZIP=-6.55, Synergy_Bliss=-3.32, Synergy_Loewe=-0.190, Synergy_HSA=-1.21. (2) Drug 1: C1C(C(OC1N2C=NC3=C(N=C(N=C32)Cl)N)CO)O. Drug 2: CC1=C(C(=O)C2=C(C1=O)N3CC4C(C3(C2COC(=O)N)OC)N4)N. Cell line: UO-31. Synergy scores: CSS=30.0, Synergy_ZIP=-3.17, Synergy_Bliss=0.00572, Synergy_Loewe=-2.69, Synergy_HSA=-0.326. (3) Drug 1: C1=C(C(=O)NC(=O)N1)N(CCCl)CCCl. Drug 2: CS(=O)(=O)CCNCC1=CC=C(O1)C2=CC3=C(C=C2)N=CN=C3NC4=CC(=C(C=C4)OCC5=CC(=CC=C5)F)Cl. Cell line: CAKI-1. Synergy scores: CSS=52.5, Synergy_ZIP=-4.07, Synergy_Bliss=-0.423, Synergy_Loewe=3.93, Synergy_HSA=4.47. (4) Drug 1: C1=CN(C(=O)N=C1N)C2C(C(C(O2)CO)O)O.Cl. Drug 2: C1C(C(OC1N2C=NC3=C(N=C(N=C32)Cl)N)CO)O. Cell line: MALME-3M. Synergy scores: CSS=47.0, Synergy_ZIP=-2.63, Synergy_Bliss=-4.00, Synergy_Loewe=2.67, Synergy_HSA=4.36. (5) Drug 1: CC(CN1CC(=O)NC(=O)C1)N2CC(=O)NC(=O)C2. Drug 2: CCC1(C2=C(COC1=O)C(=O)N3CC4=CC5=C(C=CC(=C5CN(C)C)O)N=C4C3=C2)O.Cl. Cell line: HCT116. Synergy scores: CSS=36.3, Synergy_ZIP=-2.59, Synergy_Bliss=-3.27, Synergy_Loewe=-1.69, Synergy_HSA=1.06. (6) Drug 1: C1CCC(C1)C(CC#N)N2C=C(C=N2)C3=C4C=CNC4=NC=N3. Drug 2: C1=CC(=CC=C1CCCC(=O)O)N(CCCl)CCCl. Cell line: SNB-19. Synergy scores: CSS=18.7, Synergy_ZIP=2.75, Synergy_Bliss=2.21, Synergy_Loewe=-4.67, Synergy_HSA=-0.450. (7) Drug 1: C1=CC(=CC=C1CCC2=CNC3=C2C(=O)NC(=N3)N)C(=O)NC(CCC(=O)O)C(=O)O. Drug 2: CC12CCC3C(C1CCC2OP(=O)(O)O)CCC4=C3C=CC(=C4)OC(=O)N(CCCl)CCCl.[Na+]. Cell line: RXF 393. Synergy scores: CSS=11.6, Synergy_ZIP=-6.17, Synergy_Bliss=-2.98, Synergy_Loewe=-6.10, Synergy_HSA=-0.896. (8) Drug 1: C1CC(=O)NC(=O)C1N2CC3=C(C2=O)C=CC=C3N. Drug 2: CC1C(C(CC(O1)OC2CC(CC3=C2C(=C4C(=C3O)C(=O)C5=CC=CC=C5C4=O)O)(C(=O)C)O)N)O. Cell line: NCI-H460. Synergy scores: CSS=38.6, Synergy_ZIP=0.807, Synergy_Bliss=-1.29, Synergy_Loewe=-26.3, Synergy_HSA=-1.02.